This data is from NCI-60 drug combinations with 297,098 pairs across 59 cell lines. The task is: Regression. Given two drug SMILES strings and cell line genomic features, predict the synergy score measuring deviation from expected non-interaction effect. (1) Drug 1: C1=NC2=C(N1)C(=S)N=CN2. Drug 2: CC1C(C(CC(O1)OC2CC(CC3=C2C(=C4C(=C3O)C(=O)C5=CC=CC=C5C4=O)O)(C(=O)C)O)N)O. Cell line: SNB-19. Synergy scores: CSS=36.9, Synergy_ZIP=-0.657, Synergy_Bliss=-0.552, Synergy_Loewe=-10.5, Synergy_HSA=2.45. (2) Cell line: SK-OV-3. Drug 2: C(CC(=O)O)C(=O)CN.Cl. Synergy scores: CSS=12.5, Synergy_ZIP=-7.81, Synergy_Bliss=-3.21, Synergy_Loewe=-0.937, Synergy_HSA=-0.298. Drug 1: CCN(CC)CCNC(=O)C1=C(NC(=C1C)C=C2C3=C(C=CC(=C3)F)NC2=O)C.